From a dataset of Full USPTO retrosynthesis dataset with 1.9M reactions from patents (1976-2016). Predict the reactants needed to synthesize the given product. (1) Given the product [OH:36][CH2:35][C:34]1[N:1]=[C:2]2[CH:7]=[C:6]([NH:8][C:9]([C:11]3[N:23]([CH2:24][C:25]4[CH:30]=[CH:29][CH:28]=[C:27]([F:31])[CH:26]=4)[C:14]4=[N:15][CH:16]=[C:17]([C:19]([F:22])([F:20])[F:21])[CH:18]=[C:13]4[CH:12]=3)=[O:10])[CH:5]=[CH:4][N:3]2[CH:33]=1, predict the reactants needed to synthesize it. The reactants are: [NH2:1][C:2]1[CH:7]=[C:6]([NH:8][C:9]([C:11]2[N:23]([CH2:24][C:25]3[CH:30]=[CH:29][CH:28]=[C:27]([F:31])[CH:26]=3)[C:14]3=[N:15][CH:16]=[C:17]([C:19]([F:22])([F:21])[F:20])[CH:18]=[C:13]3[CH:12]=2)=[O:10])[CH:5]=[CH:4][N:3]=1.Br[CH2:33][C:34](=O)[C:35](OCC)=[O:36]. (2) Given the product [CH3:1][O:2][C:3]1[CH:4]=[C:5]([CH:18]=[CH:19][C:20]=1[O:21][CH3:22])[CH2:6][NH:7][C:8]1[C:9]2[S:16][C:15]([C:25]3[CH:24]=[N:23][CH:28]=[CH:27][CH:26]=3)=[CH:14][C:10]=2[N:11]=[CH:12][N:13]=1, predict the reactants needed to synthesize it. The reactants are: [CH3:1][O:2][C:3]1[CH:4]=[C:5]([CH:18]=[CH:19][C:20]=1[O:21][CH3:22])[CH2:6][NH:7][C:8]1[C:9]2[S:16][C:15](I)=[CH:14][C:10]=2[N:11]=[CH:12][N:13]=1.[N:23]1[CH:28]=[CH:27][CH:26]=[C:25](B(O)O)[CH:24]=1.CN(C=O)C.C([O-])([O-])=O.[K+].[K+]. (3) The reactants are: Br[C:2]1[CH:11]=[CH:10][C:9]([O:12][CH3:13])=[C:8]2[C:3]=1[CH:4]=[CH:5][C:6]([CH2:14][CH3:15])=[N:7]2.C([Li])CCC.[C:21](O[C:21](=[O:24])[CH2:22][CH3:23])(=[O:24])[CH2:22][CH3:23].[Cl-].[NH4+]. Given the product [CH2:14]([C:6]1[CH:5]=[CH:4][C:3]2[C:8](=[C:9]([O:12][CH3:13])[CH:10]=[CH:11][C:2]=2[C:21](=[O:24])[CH2:22][CH3:23])[N:7]=1)[CH3:15], predict the reactants needed to synthesize it. (4) Given the product [C:1]([O:5][C:6](=[O:31])[N:7]([C@H:9]([C:11](=[O:30])[NH:12][C@H:13]([C:17]([N:19]1[C:23]2=[N:24][CH:25]=[CH:26][CH:27]=[C:22]2[CH2:21][C@H:20]1[CH:28]=[O:29])=[O:18])[CH:14]([CH3:16])[CH3:15])[CH3:10])[CH3:8])([CH3:3])([CH3:2])[CH3:4], predict the reactants needed to synthesize it. The reactants are: [C:1]([O:5][C:6](=[O:31])[N:7]([C@H:9]([C:11](=[O:30])[NH:12][C@H:13]([C:17]([N:19]1[C:23]2=[N:24][CH:25]=[CH:26][CH:27]=[C:22]2[CH2:21][CH:20]1[CH2:28][OH:29])=[O:18])[CH:14]([CH3:16])[CH3:15])[CH3:10])[CH3:8])([CH3:4])([CH3:3])[CH3:2].[K+].[Br-]. (5) The reactants are: B(C1CCCCC1)C1CCCCC1.[CH3:14][C:15]([CH3:19])([CH3:18])[C:16]#[CH:17].[Zn](CC)CC.[CH:25](=[O:28])[CH2:26][CH3:27]. Given the product [CH3:14][C:15]([CH3:19])([CH3:18])[CH:16]=[CH:17][C@@H:25]([OH:28])[CH2:26][CH3:27], predict the reactants needed to synthesize it. (6) Given the product [CH2:5]([O:4][S:1]([O-:13])(=[O:3])=[O:2])[CH2:6][CH2:7][CH2:8][CH2:9][CH2:10][CH2:11][CH3:12].[CH3:20][O:21][C:22]1[CH:27]=[C:26]([NH:28][C:29]2[CH:34]=[CH:33][CH:32]=[CH:31][CH:30]=2)[CH:25]=[CH:24][C:23]=1[N+:35]#[N:36], predict the reactants needed to synthesize it. The reactants are: [S:1]([O-:13])([O:4][CH2:5][CH2:6][CH2:7][CH2:8][CH2:9][CH2:10][CH2:11][CH3:12])(=[O:3])=[O:2].[Na+].S(=O)(=O)(O)[O-].[CH3:20][O:21][C:22]1[CH:27]=[C:26]([NH:28][C:29]2[CH:34]=[CH:33][CH:32]=[CH:31][CH:30]=2)[CH:25]=[CH:24][C:23]=1[N+:35]#[N:36].